Dataset: NCI-60 drug combinations with 297,098 pairs across 59 cell lines. Task: Regression. Given two drug SMILES strings and cell line genomic features, predict the synergy score measuring deviation from expected non-interaction effect. (1) Drug 1: C(=O)(N)NO. Drug 2: COC1=C2C(=CC3=C1OC=C3)C=CC(=O)O2. Cell line: HCT116. Synergy scores: CSS=0.0545, Synergy_ZIP=-1.56, Synergy_Bliss=-3.37, Synergy_Loewe=-2.52, Synergy_HSA=-1.98. (2) Drug 1: CCCS(=O)(=O)NC1=C(C(=C(C=C1)F)C(=O)C2=CNC3=C2C=C(C=N3)C4=CC=C(C=C4)Cl)F. Drug 2: CCCS(=O)(=O)NC1=C(C(=C(C=C1)F)C(=O)C2=CNC3=C2C=C(C=N3)C4=CC=C(C=C4)Cl)F. Cell line: T-47D. Synergy scores: CSS=0.169, Synergy_ZIP=0.117, Synergy_Bliss=3.49, Synergy_Loewe=-0.613, Synergy_HSA=0.676. (3) Drug 1: CC1=C2C(C(=O)C3(C(CC4C(C3C(C(C2(C)C)(CC1OC(=O)C(C(C5=CC=CC=C5)NC(=O)OC(C)(C)C)O)O)OC(=O)C6=CC=CC=C6)(CO4)OC(=O)C)OC)C)OC. Drug 2: C1=CC(=C2C(=C1NCCNCCO)C(=O)C3=C(C=CC(=C3C2=O)O)O)NCCNCCO. Cell line: NCI/ADR-RES. Synergy scores: CSS=4.09, Synergy_ZIP=-2.89, Synergy_Bliss=-4.13, Synergy_Loewe=-3.63, Synergy_HSA=-3.08. (4) Cell line: T-47D. Synergy scores: CSS=-1.05, Synergy_ZIP=-0.980, Synergy_Bliss=-1.84, Synergy_Loewe=0.249, Synergy_HSA=-1.48. Drug 2: C1CN(P(=O)(OC1)NCCCl)CCCl. Drug 1: C1CNP(=O)(OC1)N(CCCl)CCCl.